From a dataset of NCI-60 drug combinations with 297,098 pairs across 59 cell lines. Regression. Given two drug SMILES strings and cell line genomic features, predict the synergy score measuring deviation from expected non-interaction effect. Drug 1: C1CCN(CC1)CCOC2=CC=C(C=C2)C(=O)C3=C(SC4=C3C=CC(=C4)O)C5=CC=C(C=C5)O. Drug 2: CC12CCC3C(C1CCC2=O)CC(=C)C4=CC(=O)C=CC34C. Cell line: NCIH23. Synergy scores: CSS=39.7, Synergy_ZIP=3.30, Synergy_Bliss=0.356, Synergy_Loewe=-3.58, Synergy_HSA=-2.08.